From a dataset of Peptide-MHC class II binding affinity with 134,281 pairs from IEDB. Regression. Given a peptide amino acid sequence and an MHC pseudo amino acid sequence, predict their binding affinity value. This is MHC class II binding data. The peptide sequence is IAAYTAALVSGTATA. The MHC is DRB1_1101 with pseudo-sequence DRB1_1101. The binding affinity (normalized) is 0.594.